This data is from Experimentally validated miRNA-target interactions with 360,000+ pairs, plus equal number of negative samples. The task is: Binary Classification. Given a miRNA mature sequence and a target amino acid sequence, predict their likelihood of interaction. (1) The miRNA is hsa-miR-4754 with sequence AUGCGGACCUGGGUUAGCGGAGU. The protein sequence of the target gene is MGVKKKKEMQVAALTICHQDLETLKSFADVEGKNLASLLLHCVQLTDGVSQIHYIKQIVPLLEKADKNGMCDPTIQSCLDILAGIYLSLSLKNPLKKVLASSLNSLPDFFLPEAMHRFTSRLQEELNTTDLYSYRKVTDNISSCMENFNLGRASVNNLLKNVLHFLQKSLIEILEENRKCAGNHIIQTQLMNDLLVGIRVSMMLVQKVQDFQGNLWKTSDSPIWQNMCGLLSIFTKVLSDDDLLQTVQSTSGLAIILFIKTMFHPSEKIPHLISSVLLRSVDCTSVPEWFMSSCRSLCCG.... Result: 0 (no interaction). (2) The miRNA is hsa-miR-3974 with sequence AAAGGUCAUUGUAAGGUUAAUGC. The protein sequence of the target gene is MAAAVLTDRAQVSVTFDDVAVTFTKEEWGQLDLAQRTLYQEVMLENCGLLVSLGCPVPKAELICHLEHGQEPWTRKEDLSQDTCPGDKGKPKTTEPTTCEPALSEGISLQGQVTQGNSVDSQLGQAEDQDGLSEMQEGHFRPGIDPQEKSPGKMSPECDGLGTADGVCSRIGQEQVSPGDRVRSHNSCESGKDPMIQEEENNFKCSECGKVFNKKHLLAGHEKIHSGVKPYECTECGKTFIKSTHLLQHHMIHTGERPYECMECGKAFNRKSYLTQHQRIHSGEKPYKCNECGKAFTHRS.... Result: 1 (interaction). (3) The miRNA is hsa-miR-1827 with sequence UGAGGCAGUAGAUUGAAU. Result: 1 (interaction). The protein sequence of the target gene is MDSVEKTTNRSEQKSRKFLKSLIRKQPQELLLVIGTGVSAAVAPGIPALCSWRSCIEAVIEAAEQLEVLHPGDVAEFRRKVTKDRDLLVVAHDLIRKMSPRTGDAKPSFFQDCLMEVFDDLEQHIRSPVVLQSILSLMDRGAMVLTTNYDNLLEAFGRRQNKPMESLDLKDKTKVLEWARGHMKYGVLHIHGLYTDPCGVVLDPSGYKDVTQDAEVMEVLQNLYRTKSFLFVGCGETLRDQIFQALFLYSVPNKVDLEHYMLVLKENEDHFFKHQADMLLHGIKVVSYGDCFDHFPGYVQ.... (4) The miRNA is mmu-miR-466i-3p with sequence AUACACACACACAUACACACUA. The protein sequence of the target gene is MEGTEARQRRLEGCGRLKELGPLPSHDAGRLPKASEEGHLAVSESQLVDAKSLEAPPGRETSLIIGFQVVIPFLLAGVGLSWAGLLLNYFQHWPVFKDVKDLMTLVPPLVGLKGNLEMTLASRLSTSANTGQIDDRQERYKIISSNLAVVQVQATVVGLLAAVASLMLGTVSHEEFDWSKVALLCTSSVITAFLAALALGILMICIVIGARKFGVNPDNIATPIAASLGDLITLSILALMSSFFYSHKDTWYLTPLVCVGFLALTPLWLFIAKQNPPIMKILKYGWFPIILAMIISSFGG.... Result: 1 (interaction). (5) The miRNA is hsa-miR-6845-3p with sequence CCUCUCCUCCCUGUGCCCCAG. The protein sequence of the target gene is MPWPLLLLLAVSGAQTTRPCFPGCQCEVETFGLFDSFSLTRVDCSGLGPHIMPVPIPLDTAHLDLSSNRLEMVNESVLAGPGYTTLAGLDLSHNLLTSISPTAFSRLRYLESLDLSHNGLTALPAESFTSSPLSDVNLSHNQLREVSVSAFTTHSQGRALHVDLSHNLIHRLVPHPTRAGLPAPTIQSLNLAWNRLHAVPNLRDLPLRYLSLDGNPLAVIGPGAFAGLGGLTHLSLASLQRLPELAPSGFRELPGLQVLDLSGNPKLNWAGAEVFSGLSSLQELDLSGTNLVPLPEALLL.... Result: 1 (interaction). (6) The miRNA is hsa-miR-4322 with sequence CUGUGGGCUCAGCGCGUGGGG. The protein sequence of the target gene is MFRGAWMWPGKDAAALTICCCCCCWAPRPSDKPCADSERAQRWRLSLASLLFFTVLLADHLWLCAGARPRARELSSAMRPPWGAGRERQPVPPRAVLPLPPPPPGEPSAPPGTCGPRYSNLTKAAPAAGSRPVCGGVPEPTGLDAACTKLQSLQRLFEPTTPAPPLRPPDSLSRAPAEFPSAKKNLLKGHFRNFTLSFCDTYTVWDLLLGMDRPDSLDCSLDTLMGDLLAVVASPGSGAWEACSNCIEAYQRLDRHAQEKYDEFDLVLHKYLQAEEYSIRSCTKGCKAVYKAWLCSEYFS.... Result: 0 (no interaction). (7) The miRNA is hsa-miR-378c with sequence ACUGGACUUGGAGUCAGAAGAGUGG. The protein sequence of the target gene is MPVKRLREVVSQNHGDHLVLLKDELPCVPPALSANKRLPVGTGTSLNGTSRGSSDLTSARNCYQPLLENPMVSESDFSKDVAVQVLPLDKIEENNKQKANDIFISQYTMGQKDALRTVLKQKAQSMPVFKEVKVHLLEDAGIEKDAVTQETRISPSGIDSATTVAAATAAAIATAAPLIKVQSDLEAKVNSVTELLSKLQETDKHLQRVTEQQTSIQRKQEKLHCHDHEKQMNVFMEQHIRHLEKLQQQQIDIQTHFISAALKTSSFQPVSMPSSRAVEKYSVKPEHPNLGSCNPSLYNT.... Result: 0 (no interaction). (8) The miRNA is mmu-miR-703 with sequence AAAACCUUCAGAAGGAAAGAA. The protein sequence of the target gene is MEAETGSTMETGKGTNRGIRIALALFIGGTLVLGTLLFLVSQGLLSFQAKQEYCLKPECIEAAAAIMSKVNLSVDPCENFFRFACDGWISNNPIPEDMPSYGVYPWLRHNVDLKLKALLEKSVSRRRDTEAVQKAKILYSSCMNEKAIEKADAKPLLHILRHSPFRWPVLEANIGPEGVWSERKFSLLQTLATFRGQYSNSVFIRLYVSPDDKASNEHILKLDQATLSLAVREDFLDNTTEAKSYRDALYKFMVDTAVLLGANSSRAEHDMKSVLRLEIKIAEIMIPHENRTSEAMYNKM.... Result: 1 (interaction). (9) Result: 0 (no interaction). The miRNA is hsa-miR-7153-5p with sequence UGAGAACUGACAAAUGUGGUAGG. The protein sequence of the target gene is MAFPHRPDAPELPDFSMLKRLARDQLIYLLEQLPGKKDLFIEADLMSPLDRIANVSILKQHEVDKLYKVENKPALSSNEQLCFLVRPRIKNMRYIASLVNADKLAGRTRKYKVIFSPQKFYACEMVLEEEGIYGDVSCDEWAFSLLPLDVDLLSMELPEFFRDYFLEGDQRWINTVAQALHLLSTLYGPFPNCYGIGRCAKMAYELWRNLEEEEDGETKGRRPEIGHIFLLDRDVDFVTALCSQVVYEGLVDDTFRIKCGSVDFGPEVTSSDKSLKVLLNAEDKVFNEIRNEHFSNVFGF.... (10) The miRNA is hsa-miR-3192-3p with sequence CUCUGAUCGCCCUCUCAGCUC. Result: 0 (no interaction). The protein sequence of the target gene is MTTEQRRSLQAFQDYIRKTLDPTYILSYMAPWFREEEVQYIQAEKNNKGPMEAATLFLKFLLELQEEGWFRGFLDALDHAGYSGLYEAIESWDFKKIEKLEEYRLLLKRLQPEFKTRIIPTDIISDLSECLINQECEEILQICSTKGMMAGAEKLVECLLRSDKENWPKTLKLALEKERNKFSELWIVEKGIKDVETEDLEDKMETSDIQIFYQEDPECQNLSENSCPPSEVSDTNLYSPFKPRNYQLELALPAMKGKNTIICAPTGCGKTFVSLLICEHHLKKFPQGQKGKVVFFANQI....